This data is from Forward reaction prediction with 1.9M reactions from USPTO patents (1976-2016). The task is: Predict the product of the given reaction. (1) Given the reactants [Br:1][C:2]1[N:3]=[C:4]([CH2:21][CH3:22])[C:5]([NH:10][C@@H:11]2[C:19]3[C:14](=[CH:15][CH:16]=[CH:17][CH:18]=3)[CH2:13][C@@H:12]2O)=[N:6][C:7]=1[CH2:8][CH3:9].[O:23]1C2C(=CC=CC=2)C(NC2C(CC)=NC=C(CC)N=2)CC1, predict the reaction product. The product is: [Br:1][C:2]1[N:3]=[C:4]([CH2:21][CH3:22])[C:5]([NH:10][CH:11]2[C:19]3[C:14](=[CH:15][CH:16]=[CH:17][CH:18]=3)[O:23][CH2:13][CH2:12]2)=[N:6][C:7]=1[CH2:8][CH3:9]. (2) Given the reactants [OH:1][CH2:2][C@H:3]([NH:20][C:21](=[O:27])[O:22][C:23]([CH3:26])([CH3:25])[CH3:24])[CH2:4][C:5]1[CH:10]=[CH:9][C:8](B2OC(C)(C)C(C)(C)O2)=[CH:7][CH:6]=1.[C:28]([N:32]1[C:36](=[O:37])[CH:35]=[C:34](Cl)[S:33]1(=[O:40])=[O:39])([CH3:31])([CH3:30])[CH3:29].C(=O)([O-])[O-].[K+].[K+].ClCCl, predict the reaction product. The product is: [C:28]([N:32]1[C:36](=[O:37])[CH:35]=[C:34]([C:8]2[CH:7]=[CH:6][C:5]([CH2:4][C@H:3]([NH:20][C:21](=[O:27])[O:22][C:23]([CH3:24])([CH3:25])[CH3:26])[CH2:2][OH:1])=[CH:10][CH:9]=2)[S:33]1(=[O:39])=[O:40])([CH3:31])([CH3:29])[CH3:30].